This data is from CYP1A2 inhibition data for predicting drug metabolism from PubChem BioAssay. The task is: Regression/Classification. Given a drug SMILES string, predict its absorption, distribution, metabolism, or excretion properties. Task type varies by dataset: regression for continuous measurements (e.g., permeability, clearance, half-life) or binary classification for categorical outcomes (e.g., BBB penetration, CYP inhibition). Dataset: cyp1a2_veith. (1) The drug is CCOCCCn1cnc2c(c1=O)c1nc3ccccc3nc1n2-c1ccccc1. The result is 1 (inhibitor). (2) The drug is N[C@@H](CS(=O)O)C(=O)O. The result is 0 (non-inhibitor).